This data is from Peptide-MHC class I binding affinity with 185,985 pairs from IEDB/IMGT. The task is: Regression. Given a peptide amino acid sequence and an MHC pseudo amino acid sequence, predict their binding affinity value. This is MHC class I binding data. The peptide sequence is YPDPVIKV. The MHC is HLA-B51:01 with pseudo-sequence HLA-B51:01. The binding affinity (normalized) is 0.0847.